Task: Predict the reactants needed to synthesize the given product.. Dataset: Full USPTO retrosynthesis dataset with 1.9M reactions from patents (1976-2016) (1) Given the product [F:8][C:9]1[C:14]([F:15])=[CH:13][CH:12]=[CH:11][C:10]=1[C@H:16]1[CH2:22][N:21]2[C:23]([CH2:26][C:27]([F:30])([F:28])[F:29])=[CH:24][N:25]=[C:20]2[C@H:19]([NH2:31])[CH2:18][CH2:17]1, predict the reactants needed to synthesize it. The reactants are: FC(F)(F)C(O)=O.[F:8][C:9]1[C:14]([F:15])=[CH:13][CH:12]=[CH:11][C:10]=1[C@H:16]1[CH2:22][N:21]2[C:23]([CH2:26][C:27]([F:30])([F:29])[F:28])=[CH:24][N:25]=[C:20]2[C@H:19]([NH:31]C(=O)OC(C)(C)C)[CH2:18][CH2:17]1. (2) Given the product [Cl:16][C:12]1[CH:11]=[C:10]2[C:15]([C:7]([CH2:18][C:19]3[CH:24]=[CH:23][CH:22]=[C:21]([Cl:25])[CH:20]=3)([NH:5][CH2:4][CH:1]3[CH2:3][CH2:2]3)[C:8](=[O:17])[NH:9]2)=[CH:14][CH:13]=1, predict the reactants needed to synthesize it. The reactants are: [CH:1]1([CH2:4][NH2:5])[CH2:3][CH2:2]1.Br[C:7]1([CH2:18][C:19]2[CH:24]=[CH:23][CH:22]=[C:21]([Cl:25])[CH:20]=2)[C:15]2[C:10](=[CH:11][C:12]([Cl:16])=[CH:13][CH:14]=2)[NH:9][C:8]1=[O:17]. (3) Given the product [C:9]([C:8]([CH3:12])([CH3:11])[C:5]1[CH:6]=[CH:7][C:2]([NH:1][C:21](=[O:22])[C:20]2[CH:24]=[CH:25][C:26]([O:27][CH3:28])=[C:18]([O:17][CH3:16])[CH:19]=2)=[CH:3][C:4]=1[CH:13]1[CH2:14][CH2:15]1)#[N:10], predict the reactants needed to synthesize it. The reactants are: [NH2:1][C:2]1[CH:7]=[CH:6][C:5]([C:8]([CH3:12])([CH3:11])[C:9]#[N:10])=[C:4]([CH:13]2[CH2:15][CH2:14]2)[CH:3]=1.[CH3:16][O:17][C:18]1[CH:19]=[C:20]([CH:24]=[CH:25][C:26]=1[O:27][CH3:28])[C:21](Cl)=[O:22].C(N(CC)CC)C. (4) Given the product [C:22]([C:21]1[CH:20]=[CH:19][C:18]([NH:17][C:2]2[N:13]=[C:12]3[N:14]4[C:8](=[N:9][C:10]([C:39]5[CH:40]=[CH:41][C:36]([CH3:42])=[CH:37][CH:38]=5)=[N:11]3)[N:7]=[C:6]([C:18]3[CH:30]=[CH:29][C:21]([CH3:22])=[CH:20][CH:19]=3)[N:5]=[C:4]4[N:3]=2)=[CH:30][CH:29]=1)([OH:24])=[O:23], predict the reactants needed to synthesize it. The reactants are: Cl[C:2]1[N:13]=[C:12]2[N:14]3[C:8](=[N:9][C:10](Cl)=[N:11]2)[N:7]=[C:6](Cl)[N:5]=[C:4]3[N:3]=1.[NH2:17][C:18]1[CH:30]=[CH:29][C:21]([C:22]([O:24]CCCC)=[O:23])=[CH:20][CH:19]=1.[Cl-].[Cl-].[Cl-].[Al+3].O.[C:36]1([CH3:42])[CH:41]=[CH:40][CH:39]=[CH:38][CH:37]=1. (5) The reactants are: [Br:1][C:2]1[CH:7]=[CH:6][C:5]([C:8]([NH:10][C:11]2[O:15][C:14]([CH3:16])=[N:13][C:12]=2[C:17]([O:19]CC)=[O:18])=[O:9])=[CH:4][CH:3]=1.O([Si](C)(C)C)[K]. Given the product [Br:1][C:2]1[CH:3]=[CH:4][C:5]([C:8]([NH:10][C:11]2[O:15][C:14]([CH3:16])=[N:13][C:12]=2[C:17]([OH:19])=[O:18])=[O:9])=[CH:6][CH:7]=1, predict the reactants needed to synthesize it.